Dataset: Catalyst prediction with 721,799 reactions and 888 catalyst types from USPTO. Task: Predict which catalyst facilitates the given reaction. (1) Reactant: [CH3:1][O:2][C:3](=[O:21])[C:4]1[CH:9]=[CH:8][C:7]([CH2:10][NH:11][S:12]([C:15]2[CH:20]=[CH:19][CH:18]=[CH:17][CH:16]=2)(=[O:14])=[O:13])=[CH:6][CH:5]=1.[H-].[Na+].[CH2:24]([O:26][P:27]([C:32]([C:35]1[CH:40]=[CH:39][C:38]([CH2:41]Br)=[CH:37][C:36]=1[Br:43])([F:34])[F:33])(=[O:31])[O:28][CH2:29][CH3:30])[CH3:25]. Product: [CH3:1][O:2][C:3](=[O:21])[C:4]1[CH:5]=[CH:6][C:7]([CH2:10][N:11]([S:12]([C:15]2[CH:16]=[CH:17][CH:18]=[CH:19][CH:20]=2)(=[O:14])=[O:13])[CH2:41][C:38]2[CH:39]=[CH:40][C:35]([C:32]([P:27]([O:26][CH2:24][CH3:25])([O:28][CH2:29][CH3:30])=[O:31])([F:33])[F:34])=[C:36]([Br:43])[CH:37]=2)=[CH:8][CH:9]=1. The catalyst class is: 3. (2) Reactant: [CH3:1][S:2][C:3]1[N:8]=[C:7]([C:9]2[C:10]([O:15][C:16]3[CH:17]=[CH:18][C:19]([NH2:22])=[N:20][CH:21]=3)=[N:11][CH:12]=[CH:13][CH:14]=2)[CH:6]=[CH:5][N:4]=1.C1C=C(O[C:30](OC2N=CC=CC=2)=[S:31])N=CC=1. Product: [N:22]([C:19]1[N:20]=[CH:21][C:16]([O:15][C:10]2[C:9]([C:7]3[CH:6]=[CH:5][N:4]=[C:3]([S:2][CH3:1])[N:8]=3)=[CH:14][CH:13]=[CH:12][N:11]=2)=[CH:17][CH:18]=1)=[C:30]=[S:31]. The catalyst class is: 2. (3) Reactant: [OH:1][CH2:2][C:3]([CH3:8])([CH3:7])[CH2:4][C:5]#[N:6].[H-].[Na+].I[CH3:12].O. Product: [CH3:12][O:1][CH2:2][C:3]([CH3:8])([CH3:7])[CH2:4][C:5]#[N:6]. The catalyst class is: 9. (4) Reactant: [Br:1]N1C(=O)CCC1=O.C(OOC(=O)C1C=CC=CC=1)(=O)C1C=CC=CC=1.[Br:27][C:28]1[CH:29]=[CH:30][C:31]([Cl:45])=[C:32]([C:34]2[C:43]3[C:38](=[CH:39][CH:40]=[CH:41][CH:42]=3)[CH:37]=[C:36]([CH3:44])[N:35]=2)[CH:33]=1. Product: [Br:27][C:28]1[CH:29]=[CH:30][C:31]([Cl:45])=[C:32]([C:34]2[C:43]3[C:38](=[CH:39][CH:40]=[CH:41][CH:42]=3)[CH:37]=[C:36]([CH2:44][Br:1])[N:35]=2)[CH:33]=1. The catalyst class is: 53. (5) The catalyst class is: 38. Product: [N+:1]([C:4]1[CH:5]=[C:6]2[C:11](=[CH:12][CH:13]=1)[CH2:10][N:9]([C:31]([O:30][C:27]([CH3:29])([CH3:28])[CH3:26])=[O:32])[C@H:8]([C:14]([O:16][CH2:17][CH3:18])=[O:15])[CH2:7]2)([O-:3])=[O:2]. Reactant: [N+:1]([C:4]1[CH:5]=[C:6]2[C:11](=[CH:12][CH:13]=1)[CH2:10][NH:9][C@H:8]([C:14]([O:16][CH2:17][CH3:18])=[O:15])[CH2:7]2)([O-:3])=[O:2].N(C(C)C)C(C)C.[CH3:26][C:27]([O:30][C:31](O[C:31]([O:30][C:27]([CH3:29])([CH3:28])[CH3:26])=[O:32])=[O:32])([CH3:29])[CH3:28].C(O)(=O)CC(CC(O)=O)(C(O)=O)O. (6) Reactant: [CH2:1](Br)[C:2]1[CH:7]=[CH:6][CH:5]=[CH:4][CH:3]=1.[CH2:9]([Zn])C1C=CC=CC=1.Br[C:18]1[CH:27]=[C:26]([N+:28]([O-:30])=[O:29])[CH:25]=[CH:24][C:19]=1[C:20]([O:22]C)=[O:21]. Product: [CH3:9][C:27]1[C:18]([CH2:1][C:2]2[CH:7]=[CH:6][CH:5]=[CH:4][CH:3]=2)=[C:19]([CH:24]=[CH:25][C:26]=1[N+:28]([O-:30])=[O:29])[C:20]([OH:22])=[O:21]. The catalyst class is: 324.